This data is from NCI-60 drug combinations with 297,098 pairs across 59 cell lines. The task is: Regression. Given two drug SMILES strings and cell line genomic features, predict the synergy score measuring deviation from expected non-interaction effect. (1) Drug 1: CCCS(=O)(=O)NC1=C(C(=C(C=C1)F)C(=O)C2=CNC3=C2C=C(C=N3)C4=CC=C(C=C4)Cl)F. Cell line: A498. Synergy scores: CSS=4.93, Synergy_ZIP=-1.13, Synergy_Bliss=1.52, Synergy_Loewe=-0.424, Synergy_HSA=0.519. Drug 2: CN(C)N=NC1=C(NC=N1)C(=O)N. (2) Drug 1: C1=NC(=NC(=O)N1C2C(C(C(O2)CO)O)O)N. Drug 2: C1CCC(C(C1)N)N.C(=O)(C(=O)[O-])[O-].[Pt+4]. Cell line: CCRF-CEM. Synergy scores: CSS=54.8, Synergy_ZIP=-6.71, Synergy_Bliss=-3.44, Synergy_Loewe=-12.7, Synergy_HSA=-0.882. (3) Drug 1: CCC1=C2CN3C(=CC4=C(C3=O)COC(=O)C4(CC)O)C2=NC5=C1C=C(C=C5)O. Drug 2: C(=O)(N)NO. Cell line: T-47D. Synergy scores: CSS=24.4, Synergy_ZIP=-2.89, Synergy_Bliss=5.14, Synergy_Loewe=-19.7, Synergy_HSA=-0.911. (4) Drug 1: C1CCC(C1)C(CC#N)N2C=C(C=N2)C3=C4C=CNC4=NC=N3. Drug 2: CC1C(C(CC(O1)OC2CC(CC3=C2C(=C4C(=C3O)C(=O)C5=C(C4=O)C(=CC=C5)OC)O)(C(=O)CO)O)N)O.Cl. Cell line: UACC-257. Synergy scores: CSS=43.8, Synergy_ZIP=6.56, Synergy_Bliss=2.43, Synergy_Loewe=-34.8, Synergy_HSA=0.915.